From a dataset of Catalyst prediction with 721,799 reactions and 888 catalyst types from USPTO. Predict which catalyst facilitates the given reaction. (1) Reactant: Br[CH2:2][CH2:3][CH2:4][CH2:5][CH2:6][CH2:7][CH2:8][C:9]([NH:11][C:12]1[CH:20]=[CH:19][C:15]([C:16]([OH:18])=[O:17])=[CH:14][CH:13]=1)=[O:10].[CH3:21][NH:22][CH2:23][CH2:24][OH:25].C(N(CC)C(C)C)(C)C. Product: [OH:25][CH2:24][CH2:23][N:22]([CH3:21])[CH2:2][CH2:3][CH2:4][CH2:5][CH2:6][CH2:7][CH2:8][C:9]([NH:11][C:12]1[CH:20]=[CH:19][C:15]([C:16]([OH:18])=[O:17])=[CH:14][CH:13]=1)=[O:10]. The catalyst class is: 9. (2) Reactant: [CH3:1][C:2]1[C:6]([B:7]2[O:11][C:10]([CH3:13])([CH3:12])[C:9]([CH3:15])([CH3:14])[O:8]2)=[C:5]([CH3:16])[NH:4][N:3]=1.[O:17]1[CH:22]=[CH:21][CH2:20][CH2:19][CH2:18]1.C(O)(C(F)(F)F)=O.C(=O)([O-])O.[Na+]. Product: [CH3:1][C:2]1[C:6]([B:7]2[O:11][C:10]([CH3:12])([CH3:13])[C:9]([CH3:15])([CH3:14])[O:8]2)=[C:5]([CH3:16])[N:4]([CH:18]2[CH2:19][CH2:20][CH2:21][CH2:22][O:17]2)[N:3]=1. The catalyst class is: 1. (3) Reactant: C[O:2][C:3](=[O:17])[C:4]1[CH:9]=[CH:8][C:7]([O:10][C:11]([F:14])([F:13])[F:12])=[CH:6][C:5]=1[O:15][CH3:16].[OH-].[Li+].Cl. Product: [CH3:16][O:15][C:5]1[CH:6]=[C:7]([O:10][C:11]([F:12])([F:13])[F:14])[CH:8]=[CH:9][C:4]=1[C:3]([OH:17])=[O:2]. The catalyst class is: 30. (4) Reactant: [N:1]1[CH:6]=[CH:5][CH:4]=[C:3]([C:7]2[NH:8][C:9]3[C:14]([CH:15]=2)=[CH:13][C:12]([C:16]#[N:17])=[CH:11][CH:10]=3)[CH:2]=1.C[Si]([N-][Si](C)(C)C)(C)C.[K+].C1(C)C=CC=CC=1.[C:35]([C:37]1[CH:38]=[C:39]([CH:43]=[CH:44][CH:45]=1)[C:40](Cl)=[O:41])#[N:36]. Product: [C:35]([C:37]1[CH:38]=[C:39]([CH:43]=[CH:44][CH:45]=1)[C:40]([N:8]1[C:9]2[C:14](=[CH:13][C:12]([C:16]#[N:17])=[CH:11][CH:10]=2)[CH:15]=[C:7]1[C:3]1[CH:2]=[N:1][CH:6]=[CH:5][CH:4]=1)=[O:41])#[N:36]. The catalyst class is: 1. (5) Reactant: [C:1]([O:5][C:6]([NH:8][CH2:9][C:10]1[CH:11]=[CH:12][C:13]([CH:20]([F:22])[F:21])=[C:14]([CH:19]=1)[C:15]([O:17]C)=[O:16])=[O:7])([CH3:4])([CH3:3])[CH3:2].[OH-].[Na+]. Product: [C:1]([O:5][C:6]([NH:8][CH2:9][C:10]1[CH:11]=[CH:12][C:13]([CH:20]([F:21])[F:22])=[C:14]([CH:19]=1)[C:15]([OH:17])=[O:16])=[O:7])([CH3:4])([CH3:2])[CH3:3]. The catalyst class is: 12. (6) Reactant: O[CH2:2][C:3]1[N:8]=[C:7]([CH2:9][CH2:10][C:11]([O:13][C:14]([CH3:17])([CH3:16])[CH3:15])=[O:12])[CH:6]=[CH:5][CH:4]=1.C(Br)(Br)(Br)[Br:19].C1(P(C2C=CC=CC=2)C2C=CC=CC=2)C=CC=CC=1. Product: [Br:19][CH2:2][C:3]1[N:8]=[C:7]([CH2:9][CH2:10][C:11]([O:13][C:14]([CH3:17])([CH3:16])[CH3:15])=[O:12])[CH:6]=[CH:5][CH:4]=1. The catalyst class is: 2. (7) Reactant: [N:1]1([C:6]2[CH:13]=[CH:12][C:9]([CH:10]=O)=[CH:8][C:7]=2[C:14]2[S:15][CH:16]=[CH:17][CH:18]=2)[CH2:5][CH2:4][CH2:3][CH2:2]1.[C:19]([C:22]1[CH:30]=[CH:29][C:25]([C:26]([OH:28])=[O:27])=[CH:24][CH:23]=1)(=[O:21])[CH3:20].[OH-].[Na+]. Product: [N:1]1([C:6]2[CH:13]=[CH:12][C:9](/[CH:10]=[CH:20]/[C:19]([C:22]3[CH:30]=[CH:29][C:25]([C:26]([OH:28])=[O:27])=[CH:24][CH:23]=3)=[O:21])=[CH:8][C:7]=2[C:14]2[S:15][CH:16]=[CH:17][CH:18]=2)[CH2:5][CH2:4][CH2:3][CH2:2]1. The catalyst class is: 35. (8) Reactant: [OH:1][C:2]1[C:9]([C:10]2[CH:15]=[CH:14][N:13]=[CH:12][CH:11]=2)=[CH:8][CH:7]=[CH:6][C:3]=1[C:4]#[N:5].[F:16][C:17]([F:30])([F:29])[S:18](O[S:18]([C:17]([F:30])([F:29])[F:16])(=[O:20])=[O:19])(=[O:20])=[O:19]. Product: [C:4]([C:3]1[CH:6]=[CH:7][CH:8]=[C:9]([C:10]2[CH:15]=[CH:14][N:13]=[CH:12][CH:11]=2)[C:2]=1[O:1][S:18]([C:17]([F:30])([F:29])[F:16])(=[O:20])=[O:19])#[N:5]. The catalyst class is: 383. (9) Reactant: [CH3:1][C:2]1[C:10]2[C:9](=[O:11])[CH2:8][C:7]([CH3:13])([CH3:12])[CH2:6][C:5]=2[NH:4][CH:3]=1.[H-].[Na+].F[C:17]1[CH:26]=[N:25][C:24]2[C:23]([NH2:27])=[N:22][CH:21]=[N:20][C:19]=2[CH:18]=1. Product: [NH2:27][C:23]1[C:24]2[N:25]=[CH:26][C:17]([N:4]3[C:5]4[CH2:6][C:7]([CH3:13])([CH3:12])[CH2:8][C:9](=[O:11])[C:10]=4[C:2]([CH3:1])=[CH:3]3)=[CH:18][C:19]=2[N:20]=[CH:21][N:22]=1. The catalyst class is: 3.